This data is from Catalyst prediction with 721,799 reactions and 888 catalyst types from USPTO. The task is: Predict which catalyst facilitates the given reaction. (1) Reactant: [CH2:1]([O:8][C:9]1[C:14]2[N:15]([CH2:19][CH2:20][O:21][CH3:22])[C:16]([CH3:18])=[N:17][C:13]=2[CH:12]=[C:11]([C:23]([OH:25])=O)[CH:10]=1)[C:2]1[CH:7]=[CH:6][CH:5]=[CH:4][CH:3]=1.Cl.[CH3:27][NH:28][CH3:29].Cl.CN(C)CCCN=C=NCC.O.ON1C2C=CC=CC=2N=N1.C(N(CC)CC)C. Product: [CH2:1]([O:8][C:9]1[C:14]2[N:15]([CH2:19][CH2:20][O:21][CH3:22])[C:16]([CH3:18])=[N:17][C:13]=2[CH:12]=[C:11]([C:23]([N:28]([CH3:29])[CH3:27])=[O:25])[CH:10]=1)[C:2]1[CH:7]=[CH:6][CH:5]=[CH:4][CH:3]=1. The catalyst class is: 9. (2) Reactant: [Cl:1][C:2]1[CH:7]=[CH:6][C:5]([CH2:8][C@@H:9]([NH:29][C:30]([C@@H:32]2[CH2:41][C:40]3[C:35](=[CH:36][CH:37]=[CH:38][CH:39]=3)[CH2:34][N:33]2C(OC(C)(C)C)=O)=[O:31])[C:10]([N:12]2[CH2:17][CH2:16][CH:15]([C:18]3[CH:23]=[CH:22][CH:21]=[CH:20][C:19]=3[NH:24][C:25]([NH:27][CH3:28])=[O:26])[CH2:14][CH2:13]2)=[O:11])=[CH:4][CH:3]=1.C(O)(C(F)(F)F)=O. Product: [Cl:1][C:2]1[CH:7]=[CH:6][C:5]([CH2:8][C@@H:9]([NH:29][C:30]([C@@H:32]2[CH2:41][C:40]3[C:35](=[CH:36][CH:37]=[CH:38][CH:39]=3)[CH2:34][NH:33]2)=[O:31])[C:10]([N:12]2[CH2:17][CH2:16][CH:15]([C:18]3[CH:23]=[CH:22][CH:21]=[CH:20][C:19]=3[NH:24][C:25]([NH:27][CH3:28])=[O:26])[CH2:14][CH2:13]2)=[O:11])=[CH:4][CH:3]=1. The catalyst class is: 2.